Dataset: Catalyst prediction with 721,799 reactions and 888 catalyst types from USPTO. Task: Predict which catalyst facilitates the given reaction. (1) Product: [C:1]([O:5][C:6](=[O:29])[NH:7][C:8]1([C:20]2[CH:25]=[CH:24][CH:23]=[C:22]([CH:26]([CH3:27])[CH3:28])[CH:21]=2)[CH2:12][CH2:11][NH:10][CH2:9]1)([CH3:4])([CH3:3])[CH3:2]. Reactant: [C:1]([O:5][C:6](=[O:29])[NH:7][C:8]1([C:20]2[CH:25]=[CH:24][CH:23]=[C:22]([C:26]([CH3:28])=[CH2:27])[CH:21]=2)[CH2:12][CH2:11][N:10](CC2C=CC=CC=2)[CH2:9]1)([CH3:4])([CH3:3])[CH3:2].[H][H]. The catalyst class is: 45. (2) Reactant: C([O-])([O-])=O.[K+].[K+].[Cl:7][C:8]1[CH:9]=[CH:10][C:11]([O:44][CH:45]([F:47])[F:46])=[C:12]([C:14]2[C:18]([NH:19][C:20]([C:22]3[CH:23]=[N:24][N:25]4[CH:30]=[CH:29][CH:28]=[N:27][C:26]=34)=[O:21])=[CH:17][N:16]([CH2:31][C:32]([N:34]3[CH2:39][CH2:38][CH:37]([C:40]([O:42]C)=[O:41])[CH2:36][CH2:35]3)=[O:33])[N:15]=2)[CH:13]=1.Cl. Product: [Cl:7][C:8]1[CH:9]=[CH:10][C:11]([O:44][CH:45]([F:46])[F:47])=[C:12]([C:14]2[C:18]([NH:19][C:20]([C:22]3[CH:23]=[N:24][N:25]4[CH:30]=[CH:29][CH:28]=[N:27][C:26]=34)=[O:21])=[CH:17][N:16]([CH2:31][C:32]([N:34]3[CH2:35][CH2:36][CH:37]([C:40]([OH:42])=[O:41])[CH2:38][CH2:39]3)=[O:33])[N:15]=2)[CH:13]=1. The catalyst class is: 72. (3) Reactant: Cl[C:2]1[N:7]=[C:6]([NH:8][CH2:9][CH:10]2[CH2:14][CH2:13][CH2:12][N:11]2[C:15]([O:17][C:18]([CH3:21])([CH3:20])[CH3:19])=[O:16])[C:5]([F:22])=[CH:4][N:3]=1.[O:23]1[CH2:28][CH2:27][N:26]([C:29]2[N:34]=[CH:33][C:32]([NH2:35])=[CH:31][CH:30]=2)[CH2:25][CH2:24]1.C(O)(C(F)(F)F)=O. Product: [F:22][C:5]1[C:6]([NH:8][CH2:9][CH:10]2[CH2:14][CH2:13][CH2:12][N:11]2[C:15]([O:17][C:18]([CH3:21])([CH3:20])[CH3:19])=[O:16])=[N:7][C:2]([NH:35][C:32]2[CH:33]=[N:34][C:29]([N:26]3[CH2:25][CH2:24][O:23][CH2:28][CH2:27]3)=[CH:30][CH:31]=2)=[N:3][CH:4]=1. The catalyst class is: 114.